Dataset: Full USPTO retrosynthesis dataset with 1.9M reactions from patents (1976-2016). Task: Predict the reactants needed to synthesize the given product. (1) Given the product [OH:1][CH2:2][CH2:3][N:4]1[C:16]2[C:15]3[N:14]=[C:13]([NH:17][C:18]4[CH:23]=[C:22]([N:24]5[CH2:25][CH2:26][N:27]([CH3:30])[CH2:28][CH2:29]5)[CH:21]=[CH:20][C:19]=4[O:31][C:32]([F:33])([F:35])[F:34])[N:12]=[CH:11][C:10]=3[CH2:9][CH2:8][C:7]=2[C:6]([C:36]([NH2:40])=[O:38])=[N:5]1, predict the reactants needed to synthesize it. The reactants are: [OH:1][CH2:2][CH2:3][N:4]1[C:16]2[C:15]3[N:14]=[C:13]([NH:17][C:18]4[CH:23]=[C:22]([N:24]5[CH2:29][CH2:28][N:27]([CH3:30])[CH2:26][CH2:25]5)[CH:21]=[CH:20][C:19]=4[O:31][C:32]([F:35])([F:34])[F:33])[N:12]=[CH:11][C:10]=3[CH2:9][CH2:8][C:7]=2[C:6]([C:36]([O-:38])=O)=[N:5]1.[K+].[N:40]1(C([O-])=O)C2C=CC=CC=2N=N1.[NH4+]. (2) The reactants are: [H-].[Na+].[NH2:3][C:4]1([C:15]2[C:16]([O:21][CH2:22][CH3:23])=[N:17][CH:18]=[CH:19][CH:20]=2)[C:12]2[C:7](=[CH:8][CH:9]=[C:10]([Cl:13])[CH:11]=2)[NH:6][C:5]1=[O:14].[CH3:24][O:25][C:26]1[CH:31]=[C:30]([O:32][CH3:33])[CH:29]=[CH:28][C:27]=1[S:34](Cl)(=[O:36])=[O:35]. Given the product [NH2:3][C:4]1([C:15]2[C:16]([O:21][CH2:22][CH3:23])=[N:17][CH:18]=[CH:19][CH:20]=2)[C:12]2[C:7](=[CH:8][CH:9]=[C:10]([Cl:13])[CH:11]=2)[N:6]([S:34]([C:27]2[CH:28]=[CH:29][C:30]([O:32][CH3:33])=[CH:31][C:26]=2[O:25][CH3:24])(=[O:36])=[O:35])[C:5]1=[O:14], predict the reactants needed to synthesize it. (3) Given the product [CH:28]1([C:26]([NH:25][C@@H:24]2[C@H:20]3[O:19][CH2:18][C@H:17]([NH:16][C:9](=[O:11])[C:8]4[CH:12]=[CH:13][CH:14]=[CH:15][C:7]=4[CH2:6][C:2]4[S:1][CH:5]=[CH:4][CH:3]=4)[C@H:21]3[O:22][CH2:23]2)=[O:27])[CH2:29][CH2:30]1, predict the reactants needed to synthesize it. The reactants are: [S:1]1[CH:5]=[CH:4][CH:3]=[C:2]1[CH2:6][C:7]1[CH:15]=[CH:14][CH:13]=[CH:12][C:8]=1[C:9]([OH:11])=O.[NH2:16][C@@H:17]1[C@H:21]2[O:22][CH2:23][C@H:24]([NH:25][C:26]([CH:28]3[CH2:30][CH2:29]3)=[O:27])[C@H:20]2[O:19][CH2:18]1. (4) The reactants are: [F:1][C:2]1[CH:7]=[CH:6][C:5]([C:8]2[CH:12]=[C:11]([C:13]3[CH:18]=[CH:17][CH:16]=[CH:15][CH:14]=3)[N:10]([CH2:19][C:20](O)=[O:21])[N:9]=2)=[CH:4][C:3]=1[CH3:23].CCN(C(C)C)C(C)C.[N:33]1([C:39]2[N:44]=[CH:43][CH:42]=[CH:41][N:40]=2)[CH2:38][CH2:37][NH:36][CH2:35][CH2:34]1.C([O-])([O-])=O.[K+].[K+]. Given the product [F:1][C:2]1[CH:7]=[CH:6][C:5]([C:8]2[CH:12]=[C:11]([C:13]3[CH:14]=[CH:15][CH:16]=[CH:17][CH:18]=3)[N:10]([CH2:19][C:20]([N:36]3[CH2:37][CH2:38][N:33]([C:39]4[N:40]=[CH:41][CH:42]=[CH:43][N:44]=4)[CH2:34][CH2:35]3)=[O:21])[N:9]=2)=[CH:4][C:3]=1[CH3:23], predict the reactants needed to synthesize it. (5) Given the product [Cl:22][C:2]1[N:7]=[CH:6][C:5]([C:8]2([C:11]([OH:16])=[O:13])[CH2:10][CH2:9]2)=[CH:4][CH:3]=1, predict the reactants needed to synthesize it. The reactants are: Cl[C:2]1[N:7]=[CH:6][C:5]([C:8]2([C:11]#N)[CH2:10][CH2:9]2)=[CH:4][CH:3]=1.[OH-:13].[Na+].P([O-])([O-])(O)=[O:16].[Na+].[Na+].[ClH:22]. (6) Given the product [CH2:9]([C:6]1[CH:7]=[CH:8][C:3]([CH:19]2[CH2:20][CH2:21][C:16]3([O:15][CH2:14][CH2:13][O:12]3)[CH2:17][CH2:18]2)=[CH:4][CH:5]=1)[CH2:10][CH3:11], predict the reactants needed to synthesize it. The reactants are: [Mg].Br[C:3]1[CH:8]=[CH:7][C:6]([CH2:9][CH2:10][CH3:11])=[CH:5][CH:4]=1.[O:12]1[C:16]2([CH2:21][CH2:20][C:19](=O)[CH2:18][CH2:17]2)[O:15][CH2:14][CH2:13]1.[Cl-].[NH4+]. (7) The reactants are: C([S:4][CH:5]1[CH2:8][N:7]([C:9]2[S:10][CH:11]=[C:12]([C:14](=[O:28])[NH:15][C@H:16]([CH2:19][O:20][Si:21]([C:24]([CH3:27])([CH3:26])[CH3:25])([CH3:23])[CH3:22])[CH2:17][CH3:18])[N:13]=2)[CH2:6]1)(=O)C.C(O)(=O)C.NN.C1(P(O[C:50]2[C@H:51]([CH3:74])[C@H:52]3[C@@H:69]([C@H:70]([OH:72])[CH3:71])[C:68](=[O:73])[N:53]3[C:54]=2[C:55]([O:57][CH2:58][C:59]2[CH:64]=[CH:63][C:62]([N+:65]([O-:67])=[O:66])=[CH:61][CH:60]=2)=[O:56])(C2C=CC=CC=2)=O)C=CC=CC=1.C(N(C(C)C)CC)(C)C.C(=O)([O-])O.[Na+]. Given the product [Si:21]([O:20][CH2:19][C@@H:16]([NH:15][C:14]([C:12]1[N:13]=[C:9]([N:7]2[CH2:8][CH:5]([S:4][C:50]3[C@H:51]([CH3:74])[C@@H:52]4[C@@H:69]([C@H:70]([OH:72])[CH3:71])[C:68](=[O:73])[N:53]4[C:54]=3[C:55]([O:57][CH2:58][C:59]3[CH:64]=[CH:63][C:62]([N+:65]([O-:67])=[O:66])=[CH:61][CH:60]=3)=[O:56])[CH2:6]2)[S:10][CH:11]=1)=[O:28])[CH2:17][CH3:18])([C:24]([CH3:25])([CH3:26])[CH3:27])([CH3:23])[CH3:22], predict the reactants needed to synthesize it.